Dataset: Full USPTO retrosynthesis dataset with 1.9M reactions from patents (1976-2016). Task: Predict the reactants needed to synthesize the given product. (1) Given the product [O:1]1[C:5]2([CH2:10][CH2:9][CH:8]([OH:11])[CH2:7][CH2:6]2)[O:4][CH2:3][CH2:2]1, predict the reactants needed to synthesize it. The reactants are: [O:1]1[C:5]2([CH2:10][CH2:9][C:8](=[O:11])[CH2:7][CH2:6]2)[O:4][CH2:3][CH2:2]1.[BH4-].[Na+]. (2) Given the product [CH:4]1([N:21]2[CH2:22][CH2:23][C:17]3[CH:16]=[C:15]([N+:12]([O-:14])=[O:13])[CH:25]=[CH:24][C:18]=3[CH2:19][CH2:20]2)[CH2:6][CH2:5]1, predict the reactants needed to synthesize it. The reactants are: C(O[C:4]1(O[Si](C)(C)C)[CH2:6][CH2:5]1)C.[N+:12]([C:15]1[CH:25]=[CH:24][C:18]2[CH2:19][CH2:20][NH:21][CH2:22][CH2:23][C:17]=2[CH:16]=1)([O-:14])=[O:13].[BH3-]C#N.[Na+].C(O)(=O)C. (3) The reactants are: Cl.[CH2:2]([O:4][C:5]([C:7]1[CH:8]=[N:9][N:10]([C:12]2[N:21](COCC[Si](C)(C)C)[C:20](=[O:30])[C:19]3[C:14](=[CH:15][CH:16]=[C:17]([NH:31][C:32](=[O:39])[C:33]4[CH:38]=[CH:37][CH:36]=[CH:35][CH:34]=4)[CH:18]=3)[N:13]=2)[CH:11]=1)=[O:6])[CH3:3].O1CCOCC1. Given the product [CH2:2]([O:4][C:5]([C:7]1[CH:8]=[N:9][N:10]([C:12]2[NH:21][C:20](=[O:30])[C:19]3[C:14](=[CH:15][CH:16]=[C:17]([NH:31][C:32](=[O:39])[C:33]4[CH:34]=[CH:35][CH:36]=[CH:37][CH:38]=4)[CH:18]=3)[N:13]=2)[CH:11]=1)=[O:6])[CH3:3], predict the reactants needed to synthesize it.